This data is from Forward reaction prediction with 1.9M reactions from USPTO patents (1976-2016). The task is: Predict the product of the given reaction. (1) Given the reactants [CH:1]([C@@H:4]1[CH2:8][C@@H:7]([CH:9]2[CH2:11][N@@:10]2[S:12]([C:15]2[CH:20]=[CH:19][CH:18]=[CH:17][C:16]=2[N+:21]([O-:23])=[O:22])(=[O:14])=[O:13])[O:6][C:5]1=[O:24])([CH3:3])[CH3:2].[CH3:25][C:26]1([CH3:41])[CH2:31][N:30]([C:32]2[CH:37]=[C:36]([F:38])[CH:35]=[CH:34][C:33]=2[CH3:39])[C:29](=[O:40])[CH2:28][NH:27]1, predict the reaction product. The product is: [CH3:25][C:26]1([CH3:41])[CH2:31][N:30]([C:32]2[CH:37]=[C:36]([F:38])[CH:35]=[CH:34][C:33]=2[CH3:39])[C:29](=[O:40])[CH2:28][N:27]1[CH2:11][C@H:9]([NH:10][S:12]([C:15]1[CH:20]=[CH:19][CH:18]=[CH:17][C:16]=1[N+:21]([O-:23])=[O:22])(=[O:14])=[O:13])[C@@H:7]1[CH2:8][C@@H:4]([CH:1]([CH3:3])[CH3:2])[C:5](=[O:24])[O:6]1. (2) Given the reactants [NH:1]1[C:9]2[CH2:8][CH2:7][N:6]([C:10]([O:12][C:13]([CH3:16])([CH3:15])[CH3:14])=[O:11])[CH2:5][C:4]=2[CH:3]=[C:2]1[C:17]([O:19][CH2:20][CH3:21])=[O:18].[H-].[Na+].[CH3:24]I, predict the reaction product. The product is: [CH3:24][N:1]1[C:9]2[CH2:8][CH2:7][N:6]([C:10]([O:12][C:13]([CH3:16])([CH3:15])[CH3:14])=[O:11])[CH2:5][C:4]=2[CH:3]=[C:2]1[C:17]([O:19][CH2:20][CH3:21])=[O:18]. (3) Given the reactants [NH:1]1[CH2:4][CH:3]([NH:5][C:6](=[O:22])[CH2:7][NH:8][C:9]2[C:17]3[C:12](=[CH:13][CH:14]=[C:15]([C:18]([F:21])([F:20])[F:19])[CH:16]=3)[NH:11][N:10]=2)[CH2:2]1.[CH2:23]([O:25][C:26]([CH:28]1[CH2:33][CH2:32][C:31](=O)[CH2:30][CH2:29]1)=[O:27])[CH3:24], predict the reaction product. The product is: [CH2:23]([O:25][C:26]([CH:28]1[CH2:33][CH2:32][CH:31]([N:1]2[CH2:2][CH:3]([NH:5][C:6](=[O:22])[CH2:7][NH:8][C:9]3[C:17]4[C:12](=[CH:13][CH:14]=[C:15]([C:18]([F:20])([F:19])[F:21])[CH:16]=4)[NH:11][N:10]=3)[CH2:4]2)[CH2:30][CH2:29]1)=[O:27])[CH3:24]. (4) Given the reactants [CH:1]1([CH2:4][O:5][C:6]2[N:11]=[C:10]([C:12]([OH:14])=O)[CH:9]=[N:8][C:7]=2[N:15]2[CH2:18][C:17]([F:20])([F:19])[CH2:16]2)[CH2:3][CH2:2]1.[CH:21]12[CH2:27][CH:24]([NH:25][CH2:26]1)[CH2:23][O:22]2, predict the reaction product. The product is: [CH:1]1([CH2:4][O:5][C:6]2[N:11]=[C:10]([C:12]([N:25]3[CH2:26][CH:21]4[CH2:27][CH:24]3[CH2:23][O:22]4)=[O:14])[CH:9]=[N:8][C:7]=2[N:15]2[CH2:18][C:17]([F:20])([F:19])[CH2:16]2)[CH2:2][CH2:3]1. (5) Given the reactants [I:1]N1C(=O)CCC1=O.[CH:9]1([O:12][C:13]2[CH:21]=[CH:20][C:19]3[N:18]4[CH2:22][CH2:23][CH2:24][C:17]4=[CH:16][C:15]=3[CH:14]=2)[CH2:11][CH2:10]1, predict the reaction product. The product is: [CH:9]1([O:12][C:13]2[CH:21]=[CH:20][C:19]3[N:18]4[CH2:22][CH2:23][CH2:24][C:17]4=[C:16]([I:1])[C:15]=3[CH:14]=2)[CH2:11][CH2:10]1. (6) Given the reactants [CH:1]1([NH:5][C:6]([C:8]2[C:9]3[C:10]4([C:30]5[C:21](=[CH:22][C:23]6[O:28][CH2:27][CH2:26][O:25][C:24]=6[CH:29]=5)[O:20][CH2:19]4)[C:11](=[O:18])[N:12]([CH3:17])[C:13]=3[CH:14]=[CH:15][CH:16]=2)=[O:7])CCC1.Cl[CH2:32]Cl.C(OCC)C, predict the reaction product. The product is: [CH3:32][N:5]([CH3:1])[C:6]([C:8]1[C:9]2[C:10]3([C:30]4[C:21](=[CH:22][C:23]5[O:28][CH2:27][CH2:26][O:25][C:24]=5[CH:29]=4)[O:20][CH2:19]3)[C:11](=[O:18])[N:12]([CH3:17])[C:13]=2[CH:14]=[CH:15][CH:16]=1)=[O:7]. (7) Given the reactants [OH:1][CH2:2][C:3]1[C:12]2[C:7](=[CH:8][CH:9]=[CH:10][CH:11]=2)[CH:6]=[CH:5][C:4]=1[C:13]#[C:14][C:15]1([OH:19])[CH2:18][O:17][CH2:16]1.[CH3:20][S:21](Cl)(=[O:23])=[O:22], predict the reaction product. The product is: [CH3:20][S:21]([O:1][CH2:2][C:3]1[C:12]2[C:7](=[CH:8][CH:9]=[CH:10][CH:11]=2)[CH:6]=[CH:5][C:4]=1[C:13]#[C:14][C:15]1([OH:19])[CH2:18][O:17][CH2:16]1)(=[O:23])=[O:22].